Dataset: NCI-60 drug combinations with 297,098 pairs across 59 cell lines. Task: Regression. Given two drug SMILES strings and cell line genomic features, predict the synergy score measuring deviation from expected non-interaction effect. (1) Drug 1: C1=CC(=CC=C1CC(C(=O)O)N)N(CCCl)CCCl.Cl. Drug 2: CC(C)NC(=O)C1=CC=C(C=C1)CNNC.Cl. Cell line: 786-0. Synergy scores: CSS=6.04, Synergy_ZIP=-4.35, Synergy_Bliss=-4.31, Synergy_Loewe=-6.85, Synergy_HSA=-6.63. (2) Drug 1: CS(=O)(=O)OCCCCOS(=O)(=O)C. Drug 2: C1C(C(OC1N2C=NC3=C2NC=NCC3O)CO)O. Cell line: OVCAR-5. Synergy scores: CSS=7.07, Synergy_ZIP=-2.63, Synergy_Bliss=0.438, Synergy_Loewe=-0.326, Synergy_HSA=0.0954. (3) Drug 1: CC12CCC(CC1=CCC3C2CCC4(C3CC=C4C5=CN=CC=C5)C)O. Drug 2: COCCOC1=C(C=C2C(=C1)C(=NC=N2)NC3=CC=CC(=C3)C#C)OCCOC.Cl. Cell line: SNB-75. Synergy scores: CSS=13.5, Synergy_ZIP=-1.73, Synergy_Bliss=4.75, Synergy_Loewe=1.99, Synergy_HSA=4.55. (4) Drug 1: C1CCN(CC1)CCOC2=CC=C(C=C2)C(=O)C3=C(SC4=C3C=CC(=C4)O)C5=CC=C(C=C5)O. Drug 2: CCCCC(=O)OCC(=O)C1(CC(C2=C(C1)C(=C3C(=C2O)C(=O)C4=C(C3=O)C=CC=C4OC)O)OC5CC(C(C(O5)C)O)NC(=O)C(F)(F)F)O. Cell line: BT-549. Synergy scores: CSS=4.84, Synergy_ZIP=2.05, Synergy_Bliss=5.28, Synergy_Loewe=1.84, Synergy_HSA=2.96.